This data is from Catalyst prediction with 721,799 reactions and 888 catalyst types from USPTO. The task is: Predict which catalyst facilitates the given reaction. (1) Reactant: [C:1]([C:5]1[CH:10]=[CH:9][N:8]=[C:7]([NH:11][C:12](=[O:20])[C:13]2[CH:18]=[CH:17][C:16](Cl)=[N:15][CH:14]=2)[N:6]=1)([CH3:4])([CH3:3])[CH3:2].[CH2:21]([O:23][C:24](=[O:37])[C:25]1[CH:30]=[CH:29][C:28]([N:31]2[CH2:36][CH2:35][NH:34][CH2:33][CH2:32]2)=[CH:27][CH:26]=1)[CH3:22].C(OC(=O)C1C=CC(N2CCN(C3C=CC(C(=O)NC4C=CC(C)=C(I)C=4)=CN=3)CC2)=CC=1)C. Product: [CH2:21]([O:23][C:24](=[O:37])[C:25]1[CH:26]=[CH:27][C:28]([N:31]2[CH2:32][CH2:33][N:34]([C:16]3[CH:17]=[CH:18][C:13]([C:12](=[O:20])[NH:11][C:7]4[N:6]=[C:5]([C:1]([CH3:4])([CH3:3])[CH3:2])[CH:10]=[CH:9][N:8]=4)=[CH:14][N:15]=3)[CH2:35][CH2:36]2)=[CH:29][CH:30]=1)[CH3:22]. The catalyst class is: 25. (2) Reactant: [F:1][C:2]([F:17])([F:16])[C:3]1[CH:12]=[CH:11][C:10]2[C:5](=[CH:6][CH:7]=[C:8]([C:13](O)=[O:14])[CH:9]=2)[N:4]=1.CN(C)C=O.C(Cl)(=O)C([Cl:26])=O. Product: [F:1][C:2]([F:17])([F:16])[C:3]1[CH:12]=[CH:11][C:10]2[C:5](=[CH:6][CH:7]=[C:8]([C:13]([Cl:26])=[O:14])[CH:9]=2)[N:4]=1. The catalyst class is: 4. (3) Reactant: Cl.[C:2]([NH2:10])(=[NH:9])[C:3]1[CH:8]=[CH:7][CH:6]=[CH:5][CH:4]=1.C([O:13][CH:14]=[C:15]([C:21](OCC)=O)[C:16]([O:18][CH2:19][CH3:20])=[O:17])C.[O-]CC.[Na+].Cl. Product: [OH:13][C:14]1[C:15]([C:16]([O:18][CH2:19][CH3:20])=[O:17])=[CH:21][N:10]=[C:2]([C:3]2[CH:8]=[CH:7][CH:6]=[CH:5][CH:4]=2)[N:9]=1. The catalyst class is: 8. (4) Product: [Br:12][C:13]1[CH:14]=[C:15]([C:16]([N:7]2[C:6]3[CH:11]=[C:2]([F:1])[CH:3]=[CH:4][C:5]=3[O:10][CH2:9][CH2:8]2)=[O:17])[CH:19]=[C:20]([Br:23])[C:21]=1[OH:22]. The catalyst class is: 13. Reactant: [F:1][C:2]1[CH:3]=[CH:4][C:5]2[O:10][CH2:9][CH2:8][NH:7][C:6]=2[CH:11]=1.[Br:12][C:13]1[CH:14]=[C:15]([CH:19]=[C:20]([Br:23])[C:21]=1[OH:22])[C:16](Cl)=[O:17]. (5) Reactant: [F:1][C:2]([F:13])([F:12])[C:3]1[C:4]([C:9]([OH:11])=O)=[N:5][CH:6]=[CH:7][CH:8]=1.C(N=C=NCCCN(C)C)C.ON1C2C=CC=CC=2N=N1.[F:35][C:36]1[CH:41]=[CH:40][CH:39]=[C:38]([F:42])[C:37]=1[N:43]1[CH:47]=[CH:46][C:45]([NH2:48])=[N:44]1. Product: [F:42][C:38]1[CH:39]=[CH:40][CH:41]=[C:36]([F:35])[C:37]=1[N:43]1[CH:47]=[CH:46][C:45]([NH:48][C:9]([C:4]2[C:3]([C:2]([F:1])([F:13])[F:12])=[CH:8][CH:7]=[CH:6][N:5]=2)=[O:11])=[N:44]1. The catalyst class is: 4. (6) The catalyst class is: 222. Reactant: Br[C:2]1[CH:3]=[C:4]2[C:13](=[CH:14][C:15]=1[C:16]([F:19])([F:18])[F:17])[O:12][CH2:11][C:10]1[N:5]2[CH:6]([CH3:29])[C:7](=[O:28])[N:8]([CH2:20][O:21][CH2:22][CH2:23][Si:24]([CH3:27])([CH3:26])[CH3:25])[N:9]=1.[NH2:30][C:31]1([CH3:42])[CH2:34][N:33]([C:35]([O:37][C:38]([CH3:41])([CH3:40])[CH3:39])=[O:36])[CH2:32]1.C(=O)([O-])[O-].[Cs+].[Cs+].C1C=CC(P(C2C(C3C(P(C4C=CC=CC=4)C4C=CC=CC=4)=CC=C4C=3C=CC=C4)=C3C(C=CC=C3)=CC=2)C2C=CC=CC=2)=CC=1. Product: [C:38]([O:37][C:35]([N:33]1[CH2:34][C:31]([CH3:42])([NH:30][C:2]2[CH:3]=[C:4]3[C:13](=[CH:14][C:15]=2[C:16]([F:19])([F:18])[F:17])[O:12][CH2:11][C:10]2[N:5]3[CH:6]([CH3:29])[C:7](=[O:28])[N:8]([CH2:20][O:21][CH2:22][CH2:23][Si:24]([CH3:27])([CH3:26])[CH3:25])[N:9]=2)[CH2:32]1)=[O:36])([CH3:41])([CH3:39])[CH3:40]. (7) Reactant: [CH3:1][N:2]1[C:7](=[O:8])[CH:6]=[C:5]([N:9]2[CH2:14][CH2:13][O:12][CH2:11][CH2:10]2)[N:4]=[C:3]1[CH2:15][C:16]([O-:18])=O.[Na+].[F:20][C:21]1[CH:22]=[C:23]([CH:25]=[C:26]([F:29])[C:27]=1[F:28])[NH2:24].Cl.CN(C)CCCN=C=NCC. Product: [CH3:1][N:2]1[C:7](=[O:8])[CH:6]=[C:5]([N:9]2[CH2:10][CH2:11][O:12][CH2:13][CH2:14]2)[N:4]=[C:3]1[CH2:15][C:16]([NH:24][C:23]1[CH:22]=[C:21]([F:20])[C:27]([F:28])=[C:26]([F:29])[CH:25]=1)=[O:18]. The catalyst class is: 672. (8) Reactant: C(OC(=O)[NH:10][CH2:11][C@H:12]1[CH2:17][CH2:16][C@@H:15]([NH:18][C:19]2[N:24]=[C:23]([N:25]([CH3:27])[CH3:26])[CH:22]=[C:21]([CH3:28])[N:20]=2)[CH2:14][CH2:13]1)C1C=CC=CC=1. Product: [CH3:27][N:25]([CH3:26])[C:23]1[CH:22]=[C:21]([CH3:28])[N:20]=[C:19]([NH:18][C@@H:15]2[CH2:16][CH2:17][C@H:12]([CH2:11][NH2:10])[CH2:13][CH2:14]2)[N:24]=1. The catalyst class is: 50. (9) Reactant: [NH:1]([C:118]([CH3:120])=[O:119])[C@H:2]([C:10]([NH:12][C@H:13]([C:18]([NH:20][C@H:21]([C:26]([NH:28][C@H:29]([C:34]([NH:36][C@H:37]([C:45]([NH:47][C@H:48]([C:53]([NH:55][C@H:56]([C:61]([NH:63][C@H:64]([C:69]([NH:71][C@H:72]([C:80]([NH:82][C@H:83]([C:88]([NH:90][C@H:91]([C:96]([NH:98][C@H:99]([C:104]([NH:106][C@H:107]([C:115]([NH2:117])=[O:116])[CH2:108][CH2:109][CH2:110][NH:111][C:112](=[NH:114])[NH2:113])=[O:105])[CH2:100][CH:101]([CH3:103])[CH3:102])=[O:97])[CH2:92][C:93](=[O:95])[OH:94])=[O:89])[CH2:84][CH:85]([CH3:87])[CH3:86])=[O:81])[CH2:73][CH2:74][CH2:75][NH:76][C:77](=[NH:79])[NH2:78])=[O:70])[CH2:65][CH:66]([CH3:68])[CH3:67])=[O:62])[CH2:57][CH:58]([CH3:60])[CH3:59])=[O:54])[CH2:49][CH:50]([CH3:52])[CH3:51])=[O:46])[CH2:38][CH2:39][CH2:40][NH:41][C:42](=[NH:44])[NH2:43])=[O:35])[CH2:30][CH:31]([CH3:33])[CH3:32])=[O:27])[CH2:22][C:23](=[O:25])[OH:24])=[O:19])[CH2:14][CH:15]([CH3:17])[CH3:16])=[O:11])[CH2:3][CH2:4][CH2:5][NH:6][C:7](=[NH:9])[NH2:8].[ClH:121].C1COCC1. Product: [NH:1]([C:118]([CH3:120])=[O:119])[C@H:2]([C:10]([NH:12][C@H:13]([C:18]([NH:20][C@H:21]([C:26]([NH:28][C@H:29]([C:34]([NH:36][C@H:37]([C:45]([NH:47][C@H:48]([C:53]([NH:55][C@H:56]([C:61]([NH:63][C@H:64]([C:69]([NH:71][C@H:72]([C:80]([NH:82][C@H:83]([C:88]([NH:90][C@H:91]([C:96]([NH:98][C@H:99]([C:104]([NH:106][C@H:107]([C:115]([NH2:117])=[O:116])[CH2:108][CH2:109][CH2:110][NH:111][C:112](=[NH:113])[NH2:114])=[O:105])[CH2:100][CH:101]([CH3:102])[CH3:103])=[O:97])[CH2:92][C:93](=[O:94])[OH:95])=[O:89])[CH2:84][CH:85]([CH3:87])[CH3:86])=[O:81])[CH2:73][CH2:74][CH2:75][NH:76][C:77](=[NH:78])[NH2:79])=[O:70])[CH2:65][CH:66]([CH3:67])[CH3:68])=[O:62])[CH2:57][CH:58]([CH3:59])[CH3:60])=[O:54])[CH2:49][CH:50]([CH3:51])[CH3:52])=[O:46])[CH2:38][CH2:39][CH2:40][NH:41][C:42](=[NH:43])[NH2:44])=[O:35])[CH2:30][CH:31]([CH3:33])[CH3:32])=[O:27])[CH2:22][C:23](=[O:24])[OH:25])=[O:19])[CH2:14][CH:15]([CH3:16])[CH3:17])=[O:11])[CH2:3][CH2:4][CH2:5][NH:6][C:7](=[NH:8])[NH2:9].[ClH:121].[ClH:121].[ClH:121].[ClH:121]. The catalyst class is: 237. (10) Reactant: Cl[C:2](=[N:13][OH:14])[C:3]1[CH:12]=[CH:11][C:6]([C:7]([O:9][CH3:10])=[O:8])=[CH:5][CH:4]=1.[C:15]([C:17]1[CH:22]=[CH:21][CH:20]=[CH:19][CH:18]=1)#[CH:16].C(N(CC)CC)C.O. Product: [C:17]1([C:15]2[O:14][N:13]=[C:2]([C:3]3[CH:12]=[CH:11][C:6]([C:7]([O:9][CH3:10])=[O:8])=[CH:5][CH:4]=3)[CH:16]=2)[CH:22]=[CH:21][CH:20]=[CH:19][CH:18]=1. The catalyst class is: 7.